Dataset: Full USPTO retrosynthesis dataset with 1.9M reactions from patents (1976-2016). Task: Predict the reactants needed to synthesize the given product. (1) Given the product [C:3]([C:5]1[CH:9]=[C:8]([C:10]2[CH:15]=[CH:14][CH:13]=[CH:12][C:11]=2[O:16][CH2:17][C:18]2[CH:23]=[CH:22][CH:21]=[CH:20][CH:19]=2)[N:7]([C:24]2[CH:25]=[C:26]([CH:30]=[CH:31][CH:32]=2)[C:27]([OH:29])=[O:28])[N:6]=1)([OH:4])=[O:2], predict the reactants needed to synthesize it. The reactants are: C[O:2][C:3]([C:5]1[CH:9]=[C:8]([C:10]2[CH:15]=[CH:14][CH:13]=[CH:12][C:11]=2[O:16][CH2:17][C:18]2[CH:23]=[CH:22][CH:21]=[CH:20][CH:19]=2)[N:7]([C:24]2[CH:25]=[C:26]([CH:30]=[CH:31][CH:32]=2)[C:27]([OH:29])=[O:28])[N:6]=1)=[O:4].[OH-].[Na+]. (2) Given the product [NH2:7][CH2:8][CH2:9][CH2:10][N:11]([CH2:16][C:17]1[CH:22]=[CH:21][CH:20]=[C:19]([C:23]2[CH:28]=[CH:27][N:26]=[C:25]([NH:43][CH2:42][CH2:41][C:36]3[C:35]4[C:39](=[CH:40][C:32]([F:31])=[CH:33][CH:34]=4)[NH:38][CH:37]=3)[N:24]=2)[CH:18]=1)[S:12]([CH3:15])(=[O:13])=[O:14], predict the reactants needed to synthesize it. The reactants are: C(OC(=O)[NH:7][CH2:8][CH2:9][CH2:10][N:11]([CH2:16][C:17]1[CH:22]=[CH:21][CH:20]=[C:19]([C:23]2[CH:28]=[CH:27][N:26]=[C:25](Cl)[N:24]=2)[CH:18]=1)[S:12]([CH3:15])(=[O:14])=[O:13])(C)(C)C.[F:31][C:32]1[CH:40]=[C:39]2[C:35]([C:36]([CH2:41][CH2:42][NH2:43])=[CH:37][NH:38]2)=[CH:34][CH:33]=1. (3) Given the product [CH3:38][S:39]([O:31][CH2:30][CH2:29][N:4]([CH2:3][CH2:2][Br:1])[C:5]1[C:6]([C:7]([NH:9][CH2:10][CH2:11][O:12][CH:13]2[CH2:18][CH2:17][CH2:16][CH2:15][O:14]2)=[O:8])=[CH:19][C:20]([N+:26]([O-:28])=[O:27])=[CH:21][C:22]=1[N+:23]([O-:25])=[O:24])(=[O:41])=[O:40], predict the reactants needed to synthesize it. The reactants are: [Br:1][CH2:2][CH2:3][N:4]([CH2:29][CH2:30][OH:31])[C:5]1[C:22]([N+:23]([O-:25])=[O:24])=[CH:21][C:20]([N+:26]([O-:28])=[O:27])=[CH:19][C:6]=1[C:7]([NH:9][CH2:10][CH2:11][O:12][CH:13]1[CH2:18][CH2:17][CH2:16][CH2:15][O:14]1)=[O:8].N1C=CC=CC=1.[CH3:38][S:39](O[S:39]([CH3:38])(=[O:41])=[O:40])(=[O:41])=[O:40]. (4) Given the product [CH3:18][CH:19]([CH3:39])[C:20]([O:22][CH2:23][CH2:24][O:25][C:26]([NH:1][CH2:2][CH:3]1[CH2:4][CH2:5][CH:6]([C:9]([OH:11])=[O:10])[CH2:7][CH2:8]1)=[O:27])=[O:21].[CH3:38][S:35]([C:32]1[CH:33]=[CH:34][C:29]([OH:28])=[CH:30][CH:31]=1)(=[O:36])=[O:37], predict the reactants needed to synthesize it. The reactants are: [NH2:1][CH2:2][C@H:3]1[CH2:8][CH2:7][C@H:6]([C:9]([OH:11])=[O:10])[CH2:5][CH2:4]1.C(=O)([O-])[O-].[K+].[K+].[CH3:18][CH:19]([CH3:39])[C:20]([O:22][CH2:23][CH2:24][O:25][C:26]([O:28][C:29]1[CH:34]=[CH:33][C:32]([S:35]([CH3:38])(=[O:37])=[O:36])=[CH:31][CH:30]=1)=[O:27])=[O:21].S(=O)(=O)(O)O. (5) Given the product [CH3:8][C@@H:6]([OH:7])[CH2:5][CH2:4][CH2:26][CH2:18][CH2:17][CH3:20], predict the reactants needed to synthesize it. The reactants are: C(O[C:4](=O)[CH2:5][C:6]([CH2:8]Cl)=[O:7])C.P([O-])([O-])([O-])=O.C(O)[C:17](N)([CH2:20]O)[CH2:18]O.Cl.N[CH2:26]C(O)=O. (6) Given the product [CH3:12][O:13][CH2:14][CH2:15][N:16]1[C:17]2[CH:22]=[CH:21][CH:20]=[CH:19][C:18]=2[N:23]=[C:25]1[NH:24][C:27]1[CH:36]=[CH:35][C:30]([C:31]([O:33][CH3:34])=[O:32])=[CH:29][CH:28]=1, predict the reactants needed to synthesize it. The reactants are: CN(C)CCCN=C=NCC.[CH3:12][O:13][CH2:14][CH2:15][NH:16][C:17]1[C:18]([NH2:23])=[CH:19][CH:20]=[CH:21][CH:22]=1.[N:24]([C:27]1[CH:36]=[CH:35][C:30]([C:31]([O:33][CH3:34])=[O:32])=[CH:29][CH:28]=1)=[C:25]=S.C(OCC)(=O)C.